From a dataset of Forward reaction prediction with 1.9M reactions from USPTO patents (1976-2016). Predict the product of the given reaction. (1) Given the reactants [Cl:1][C:2]1[C:10]2[O:9][CH:8](/[CH:11]=[CH:12]/[C:13]([O:15]CC)=[O:14])[CH2:7][C:6]=2[C:5]([C:18]2[CH:23]=[CH:22][C:21]([C:24]([N:26]3[CH2:29][CH:28]([F:30])[CH2:27]3)=[O:25])=[CH:20][CH:19]=2)=[CH:4][CH:3]=1.[Li+].[OH-].O.Cl, predict the reaction product. The product is: [Cl:1][C:2]1[C:10]2[O:9][CH:8](/[CH:11]=[CH:12]/[C:13]([OH:15])=[O:14])[CH2:7][C:6]=2[C:5]([C:18]2[CH:23]=[CH:22][C:21]([C:24]([N:26]3[CH2:29][CH:28]([F:30])[CH2:27]3)=[O:25])=[CH:20][CH:19]=2)=[CH:4][CH:3]=1. (2) Given the reactants [Cl:1][C:2]1[CH:7]=[CH:6][C:5]([N:8]([C@H:13]2[C:22]3[C:17](=[CH:18][CH:19]=[CH:20][CH:21]=3)[N:16]([C:23](=[O:32])[C:24]3[CH:29]=[CH:28][C:27]([O:30][CH3:31])=[CH:26][CH:25]=3)[C@@H:15]([CH3:33])[CH2:14]2)[C:9](=[O:12])[CH2:10][OH:11])=[CH:4][CH:3]=1.FC1C=C[C:38]([C:39](Cl)=[O:40])=CC=1.C(Cl)(=O)C, predict the reaction product. The product is: [C:39]([O:11][CH2:10][C:9]([N:8]([C:5]1[CH:6]=[CH:7][C:2]([Cl:1])=[CH:3][CH:4]=1)[C@H:13]1[C:22]2[C:17](=[CH:18][CH:19]=[CH:20][CH:21]=2)[N:16]([C:23](=[O:32])[C:24]2[CH:25]=[CH:26][C:27]([O:30][CH3:31])=[CH:28][CH:29]=2)[C@@H:15]([CH3:33])[CH2:14]1)=[O:12])(=[O:40])[CH3:38].